From a dataset of Forward reaction prediction with 1.9M reactions from USPTO patents (1976-2016). Predict the product of the given reaction. (1) Given the reactants [CH3:1][C@@H:2]([CH:6](C(O)=O)[C:7]([OH:9])=[O:8])[CH2:3][CH2:4][CH3:5].S(=O)(=O)(O)O, predict the reaction product. The product is: [CH3:1][C@H:2]([CH2:3][CH2:4][CH3:5])[CH2:6][C:7]([OH:9])=[O:8]. (2) Given the reactants [Cl:1][C:2]1[CH:30]=[CH:29][C:5]([CH2:6][NH:7][C:8]([C:10]2[CH:11]=[N:12][C:13]3[C:18]([C:19]=2[OH:20])=[CH:17][C:16]([CH2:21][N:22]2[CH2:27][CH2:26][O:25][CH2:24][CH2:23]2)=[CH:15][C:14]=3I)=[O:9])=[CH:4][CH:3]=1.ClCCl.[CH3:34][NH:35][CH2:36][C:37]#[CH:38], predict the reaction product. The product is: [Cl:1][C:2]1[CH:30]=[CH:29][C:5]([CH2:6][NH:7][C:8]([C:10]2[C:19](=[O:20])[C:18]3[C:13]4=[C:14]([CH:38]=[C:37]([CH2:36][NH:35][CH3:34])[N:12]4[CH:11]=2)[CH:15]=[C:16]([CH2:21][N:22]2[CH2:27][CH2:26][O:25][CH2:24][CH2:23]2)[CH:17]=3)=[O:9])=[CH:4][CH:3]=1. (3) Given the reactants [CH:1]1[C:6]([C:7]2[C:16](=[O:17])[C:15]3[C:14]([OH:18])=[CH:13][C:12]([OH:19])=[CH:11][C:10]=3[O:9][CH:8]=2)=[CH:5][CH:4]=[C:3]([OH:20])[CH:2]=1.[CH2:21]([OH:97])[C@H:22]1[O:27][C@@H:26]2[O:28][C@H:29]3[C@H:34]([OH:35])[C@@H:33]([OH:36])[C@@H:32]([O:37][C@H:38]4[C@H:43]([OH:44])[C@@H:42]([OH:45])[C@@H:41]([O:46][C@H:47]5[C@H:52]([OH:53])[C@@H:51]([OH:54])[C@@H:50]([O:55][C@H:56]6[C@H:61]([OH:62])[C@@H:60]([OH:63])[C@@H:59]([O:64][C@H:65]7[C@H:70]([OH:71])[C@@H:69]([OH:72])[C@@H:68]([O:73][C@H:74]8[C@H:80]([OH:81])[C@@H:79]([OH:82])[C@@H:77]([O:78][C@H:23]1[C@H:24]([OH:96])[C@H:25]2[OH:95])[O:76][C@@H:75]8[CH2:83][OH:84])[O:67][C@@H:66]7[CH2:85][OH:86])[O:58][C@@H:57]6[CH2:87][OH:88])[O:49][C@@H:48]5[CH2:89][OH:90])[O:40][C@@H:39]4[CH2:91][OH:92])[O:31][C@@H:30]3[CH2:93][OH:94].[NH2:98][C@H:99]([C:104]([OH:106])=[O:105])[CH2:100][CH2:101][S:102][CH3:103], predict the reaction product. The product is: [CH:5]1[C:6]([C:7]2[C:16](=[O:17])[C:15]3[C:14]([OH:18])=[CH:13][C:12]([OH:19])=[CH:11][C:10]=3[O:9][CH:8]=2)=[CH:1][CH:2]=[C:3]([OH:20])[CH:4]=1.[CH2:87]([OH:88])[C@H:57]1[O:58][C@@H:59]2[O:64][C@H:65]3[C@H:70]([OH:71])[C@@H:69]([OH:72])[C@@H:68]([O:73][C@H:74]4[C@H:80]([OH:81])[C@@H:79]([OH:82])[C@@H:77]([O:78][C@H:23]5[C@H:24]([OH:96])[C@@H:25]([OH:95])[C@@H:26]([O:28][C@H:29]6[C@H:34]([OH:35])[C@@H:33]([OH:36])[C@@H:32]([O:37][C@H:38]7[C@H:43]([OH:44])[C@@H:42]([OH:45])[C@@H:41]([O:46][C@H:47]8[C@H:52]([OH:53])[C@@H:51]([OH:54])[C@@H:50]([O:55][C@H:56]1[C@H:61]([OH:62])[C@H:60]2[OH:63])[O:49][C@@H:48]8[CH2:89][OH:90])[O:40][C@@H:39]7[CH2:91][OH:92])[O:31][C@@H:30]6[CH2:93][OH:94])[O:27][C@@H:22]5[CH2:21][OH:97])[O:76][C@@H:75]4[CH2:83][OH:84])[O:67][C@@H:66]3[CH2:85][OH:86].[NH2:98][C@H:99]([C:104]([OH:106])=[O:105])[CH2:100][CH2:101][S:102][CH3:103].[CH:5]1[C:6]([C:7]2[C:16](=[O:17])[C:15]3[C:14]([OH:18])=[CH:13][C:12]([OH:19])=[CH:11][C:10]=3[O:9][CH:8]=2)=[CH:1][CH:2]=[C:3]([OH:20])[CH:4]=1. (4) Given the reactants [OH:1][C:2]1[CH:9]=[C:8]([N+:10]([O-:12])=[O:11])[CH:7]=[CH:6][C:3]=1[CH2:4][NH2:5].CCN(CC)CC.[Cl:20][CH2:21][CH2:22][N:23]([CH2:28][CH2:29][Cl:30])[P:24](Cl)(Cl)=[O:25], predict the reaction product. The product is: [N+:10]([C:8]1[CH:7]=[CH:6][C:3]2[CH2:4][NH:5][P:24](=[O:25])([N:23]([CH2:28][CH2:29][Cl:30])[CH2:22][CH2:21][Cl:20])[O:1][C:2]=2[CH:9]=1)([O-:12])=[O:11]. (5) Given the reactants CS(O[CH2:6][C:7]1[N:12]=[CH:11][C:10]2[N:13]=[CH:14][N:15]([C:16]3[S:17][C:18]([C:34](=[O:36])[NH2:35])=[C:19]([O:21][C@@H:22]([C:24]4[CH:29]=[CH:28][CH:27]=[CH:26][C:25]=4[C:30]([F:33])([F:32])[F:31])[CH3:23])[CH:20]=3)[C:9]=2[CH:8]=1)(=O)=O.[N:37]1([CH2:43][C:44]([N:46]2[CH2:51][CH2:50][O:49][CH2:48][CH2:47]2)=[O:45])[CH2:42][CH2:41][NH:40][CH2:39][CH2:38]1, predict the reaction product. The product is: [N:46]1([C:44](=[O:45])[CH2:43][N:37]2[CH2:38][CH2:39][N:40]([CH2:6][C:7]3[N:12]=[CH:11][C:10]4[N:13]=[CH:14][N:15]([C:16]5[S:17][C:18]([C:34]([NH2:35])=[O:36])=[C:19]([O:21][C@@H:22]([C:24]6[CH:29]=[CH:28][CH:27]=[CH:26][C:25]=6[C:30]([F:33])([F:31])[F:32])[CH3:23])[CH:20]=5)[C:9]=4[CH:8]=3)[CH2:41][CH2:42]2)[CH2:47][CH2:48][O:49][CH2:50][CH2:51]1. (6) Given the reactants [Cl:1][C:2]1[N:6]=[C:5](Cl)[S:4][N:3]=1.Cl.[CH2:9]([C:11]1([C:17]([O:19][CH2:20][CH3:21])=[O:18])[CH2:16][CH2:15][NH:14][CH2:13][CH2:12]1)[CH3:10].C(N(CC)CC)C, predict the reaction product. The product is: [Cl:1][C:2]1[N:6]=[C:5]([N:14]2[CH2:15][CH2:16][C:11]([CH2:9][CH3:10])([C:17]([O:19][CH2:20][CH3:21])=[O:18])[CH2:12][CH2:13]2)[S:4][N:3]=1. (7) Given the reactants [CH:1]1[CH:9]=[C:8](Cl)[C:7]2[C:3](=[N:4][O:5][N:6]=2)[C:2]=1[N+:11]([O-:13])=[O:12].C([O-])(O)=O.[Na+].[NH2:19][CH2:20][CH2:21][CH2:22][C:23]([OH:25])=[O:24], predict the reaction product. The product is: [N+:11]([C:2]1[C:3]2[C:7](=[N:6][O:5][N:4]=2)[C:8]([NH:19][CH2:20][CH2:21][CH2:22][C:23]([OH:25])=[O:24])=[CH:9][CH:1]=1)([O-:13])=[O:12].